From a dataset of Full USPTO retrosynthesis dataset with 1.9M reactions from patents (1976-2016). Predict the reactants needed to synthesize the given product. Given the product [C:45]([N:44]=[C:19]1[N:20]([CH:27]2[CH2:28][CH2:29][N:30]([C:33]3[CH:38]=[C:37]([CH3:39])[CH:36]=[CH:35][C:34]=3[NH:40][C:41](=[O:43])[CH3:42])[CH2:31][CH2:32]2)[C:21]2[CH:26]=[CH:25][CH:24]=[CH:23][C:22]=2[N:18]1[CH2:17][C:12]1[CH:13]=[CH:14][CH:15]=[C:16]2[C:11]=1[CH:10]=[CH:9][NH:8]2)(=[O:46])[CH3:47], predict the reactants needed to synthesize it. The reactants are: C(OC([N:8]1[C:16]2[C:11](=[C:12]([CH2:17][N:18]3[C:22]4[CH:23]=[CH:24][CH:25]=[CH:26][C:21]=4[N:20]([CH:27]4[CH2:32][CH2:31][N:30]([C:33]5[CH:38]=[C:37]([CH3:39])[CH:36]=[CH:35][C:34]=5[NH:40][C:41](=[O:43])[CH3:42])[CH2:29][CH2:28]4)[C:19]3=[NH:44])[CH:13]=[CH:14][CH:15]=2)[CH:10]=[CH:9]1)=O)(C)(C)C.[C:45](Cl)([CH3:47])=[O:46].CO.